Predict the reaction yield, written as a fraction of the theoretical maximum amount of product (1.0 means a 100% yield; for example, 0.34 means a 34% yield). From a dataset of Reaction yield outcomes from USPTO patents with 853,638 reactions. (1) The reactants are [Cl:1][C:2]1[CH:8]=[C:7]([O:9][C:10]2[C:19]3[C:14](=[CH:15][C:16]([O:22][CH3:23])=[C:17]([O:20][CH3:21])[CH:18]=3)[N:13]=[CH:12][N:11]=2)[CH:6]=[CH:5][C:3]=1[NH2:4].ClC(Cl)(O[C:28](=[O:34])OC(Cl)(Cl)Cl)Cl.[CH3:36][NH:37][CH2:38][CH2:39][CH2:40][CH3:41].CO. The catalyst is C(Cl)(Cl)Cl.C(N(CC)CC)C. The product is [CH2:38]([N:37]([CH3:36])[C:28]([NH:4][C:3]1[CH:5]=[CH:6][C:7]([O:9][C:10]2[C:19]3[C:14](=[CH:15][C:16]([O:22][CH3:23])=[C:17]([O:20][CH3:21])[CH:18]=3)[N:13]=[CH:12][N:11]=2)=[CH:8][C:2]=1[Cl:1])=[O:34])[CH2:39][CH2:40][CH3:41]. The yield is 0.240. (2) The reactants are [Br:1][C:2]1[CH:11]=[CH:10][CH:9]=[C:8]2[C:3]=1[CH2:4][CH2:5][N:6]([C:16]([O:18][C:19]([CH3:22])([CH3:21])[CH3:20])=[O:17])[CH:7]2[C:12]([O:14]C)=[O:13].CO.[OH-].[Na+]. The catalyst is C1COCC1. The product is [Br:1][C:2]1[CH:11]=[CH:10][CH:9]=[C:8]2[C:3]=1[CH2:4][CH2:5][N:6]([C:16]([O:18][C:19]([CH3:22])([CH3:21])[CH3:20])=[O:17])[CH:7]2[C:12]([OH:14])=[O:13]. The yield is 0.990. (3) The reactants are Cl.Cl.[F:3][C:4]1[CH:10]=[C:9]([N:11]2[CH:15]=[CH:14][CH:13]=[N:12]2)[CH:8]=[CH:7][C:5]=1[NH2:6].[N:16]([O-])=O.[Na+].[CH3:20][O:21][CH2:22][C:23](=[O:36])[CH2:24][C:25]1[N:29]([C:30]2[CH:35]=[CH:34][CH:33]=[CH:32][CH:31]=2)[N:28]=[CH:27][CH:26]=1.C([O-])(=O)C.[Na+]. The catalyst is CO.O. The product is [F:3][C:4]1[CH:10]=[C:9]([N:11]2[CH:15]=[CH:14][CH:13]=[N:12]2)[CH:8]=[CH:7][C:5]=1[NH:6][N:16]=[C:24]([C:25]1[N:29]([C:30]2[CH:31]=[CH:32][CH:33]=[CH:34][CH:35]=2)[N:28]=[CH:27][CH:26]=1)[C:23](=[O:36])[CH2:22][O:21][CH3:20]. The yield is 0.400.